The task is: Predict the product of the given reaction.. This data is from Forward reaction prediction with 1.9M reactions from USPTO patents (1976-2016). (1) Given the reactants [Cl:1][C:2]1[CH:3]=[C:4]([S:9]([CH:12]2[CH2:17][CH2:16][NH:15][CH2:14][CH2:13]2)(=[O:11])=[O:10])[CH:5]=[CH:6][C:7]=1[Cl:8].Cl[C:19]1[C:24]([N+:25]([O-:27])=[O:26])=[CH:23][CH:22]=[CH:21][N:20]=1, predict the reaction product. The product is: [Cl:1][C:2]1[CH:3]=[C:4]([S:9]([CH:12]2[CH2:17][CH2:16][N:15]([C:19]3[C:24]([N+:25]([O-:27])=[O:26])=[CH:23][CH:22]=[CH:21][N:20]=3)[CH2:14][CH2:13]2)(=[O:11])=[O:10])[CH:5]=[CH:6][C:7]=1[Cl:8]. (2) Given the reactants [CH3:1][C:2]1[CH:3]=[C:4]2[C:8](=[CH:9][CH:10]=1)[NH:7][C:6]1[CH2:11][CH:12]3[NH:16][CH:15]([C:5]2=1)[CH2:14][CH2:13]3.C1(C=CC(O)=CC=1)O.[Na].[CH3:26][C:27]1[CH:32]=[CH:31][C:30]([CH:33]=[CH2:34])=[CH:29][N:28]=1, predict the reaction product. The product is: [CH3:1][C:2]1[CH:3]=[C:4]2[C:8](=[CH:9][CH:10]=1)[N:7]([CH2:34][CH2:33][C:30]1[CH:29]=[N:28][C:27]([CH3:26])=[CH:32][CH:31]=1)[C:6]1[CH2:11][CH:12]3[NH:16][CH:15]([C:5]2=1)[CH2:14][CH2:13]3. (3) Given the reactants [CH3:1][Mg]Br.[F:4][C:5]1[C:10]([F:11])=[CH:9][CH:8]=[CH:7][C:6]=1[C@H:12]1[CH2:18][N:17]2[C:19]([CH:22]=[O:23])=[CH:20][N:21]=[C:16]2[C@H:15]([NH:24][C:25](=[O:31])[O:26][C:27]([CH3:30])([CH3:29])[CH3:28])[CH2:14][CH2:13]1, predict the reaction product. The product is: [F:4][C:5]1[C:10]([F:11])=[CH:9][CH:8]=[CH:7][C:6]=1[C@H:12]1[CH2:18][N:17]2[C:19]([CH:22]([OH:23])[CH3:1])=[CH:20][N:21]=[C:16]2[C@H:15]([NH:24][C:25](=[O:31])[O:26][C:27]([CH3:28])([CH3:30])[CH3:29])[CH2:14][CH2:13]1. (4) Given the reactants C([N:4]1[CH:23]([C:24]2[C:25]([CH3:34])=[C:26]3[C:30](=[CH:31][CH:32]=2)[C:29](=[O:33])[O:28][CH2:27]3)[CH2:22][N:7]2[CH2:8][CH2:9][N:10]([C:12]([O:14][CH2:15][C:16]3[CH:21]=[CH:20][CH:19]=[CH:18][CH:17]=3)=[O:13])[CH2:11][C@H:6]2[CH2:5]1)C=C.CN1C(=O)CC(=O)N(C)C1=O.[C:54](O[C:54]([O:56][C:57]([CH3:60])([CH3:59])[CH3:58])=[O:55])([O:56][C:57]([CH3:60])([CH3:59])[CH3:58])=[O:55].C(N(CC)CC)C, predict the reaction product. The product is: [CH3:34][C:25]1[C:24]([C@H:23]2[CH2:22][N:7]3[CH2:8][CH2:9][N:10]([C:12]([O:14][CH2:15][C:16]4[CH:17]=[CH:18][CH:19]=[CH:20][CH:21]=4)=[O:13])[CH2:11][C@H:6]3[CH2:5][N:4]2[C:54]([O:56][C:57]([CH3:58])([CH3:59])[CH3:60])=[O:55])=[CH:32][CH:31]=[C:30]2[C:26]=1[CH2:27][O:28][C:29]2=[O:33]. (5) Given the reactants N#N.P(Cl)(Cl)(Cl)=O.[CH3:8][C:9]1[NH:10][C:11]2[C:16]([CH:17]=1)=[CH:15][CH:14]=[CH:13][CH:12]=2.[OH-].[Na+].CN(C)[CH:22]=[O:23], predict the reaction product. The product is: [CH3:8][C:9]1[NH:10][C:11]2[C:16]([C:17]=1[CH:22]=[O:23])=[CH:15][CH:14]=[CH:13][CH:12]=2. (6) Given the reactants [OH:1][C:2]1[CH:10]=[CH:9][C:8]([C:11]2[N:12]([C:27]([O:29][C:30]([CH3:33])([CH3:32])[CH3:31])=[O:28])[C:13]3[C:18]([CH:19]=2)=[CH:17][C:16]([CH2:20][N:21]2[CH2:26][CH2:25][CH2:24][CH2:23][CH2:22]2)=[CH:15][CH:14]=3)=[C:7]2[C:3]=1[CH2:4][NH:5][C:6]2=[O:34].C(N(CC)CC)C.[Cl:42][CH2:43][S:44](Cl)(=[O:46])=[O:45], predict the reaction product. The product is: [Cl:42][CH2:43][S:44]([O:1][C:2]1[CH:10]=[CH:9][C:8]([C:11]2[N:12]([C:27]([O:29][C:30]([CH3:31])([CH3:33])[CH3:32])=[O:28])[C:13]3[C:18]([CH:19]=2)=[CH:17][C:16]([CH2:20][N:21]2[CH2:26][CH2:25][CH2:24][CH2:23][CH2:22]2)=[CH:15][CH:14]=3)=[C:7]2[C:3]=1[CH2:4][NH:5][C:6]2=[O:34])(=[O:46])=[O:45].